Dataset: Catalyst prediction with 721,799 reactions and 888 catalyst types from USPTO. Task: Predict which catalyst facilitates the given reaction. Reactant: Cl.Cl.Cl.[Cl:4][C:5]1[CH:6]=[CH:7][C:8]([NH:11][C:12]([C:14]2[O:22][C:21]3[C:16](=[N:17][CH:18]=[CH:19][CH:20]=3)[C:15]=2[NH:23][C:24]([C@H:26]2[CH2:31][CH2:30][C@H:29]([NH:32][CH3:33])[CH2:28][CH2:27]2)=[O:25])=[O:13])=[N:9][CH:10]=1.[C:34]([O:38][C:39]([NH:41][CH2:42][CH2:43][CH:44]=O)=[O:40])([CH3:37])([CH3:36])[CH3:35].C(OC(OCC)CCN)C.C(O[BH-](OC(=O)C)OC(=O)C)(=O)C.[Na+].C(=O)([O-])O.[Na+]. Product: [Cl:4][C:5]1[CH:6]=[CH:7][C:8]([NH:11][C:12]([C:14]2[O:22][C:21]3[C:16](=[N:17][CH:18]=[CH:19][CH:20]=3)[C:15]=2[NH:23][C:24]([C@H:26]2[CH2:31][CH2:30][C@H:29]([N:32]([CH3:33])[CH2:44][CH2:43][CH2:42][NH:41][C:39](=[O:40])[O:38][C:34]([CH3:35])([CH3:36])[CH3:37])[CH2:28][CH2:27]2)=[O:25])=[O:13])=[N:9][CH:10]=1. The catalyst class is: 542.